Task: Predict the product of the given reaction.. Dataset: Forward reaction prediction with 1.9M reactions from USPTO patents (1976-2016) Given the reactants [NH:1]1[CH2:6][CH2:5][O:4][CH2:3][CH2:2]1.C(N(C(C)C)CC)(C)C.Br[CH2:17][C:18]1[CH:23]=[CH:22][N:21]=[C:20]([NH:24][C:25](=[O:31])[O:26][C:27]([CH3:30])([CH3:29])[CH3:28])[CH:19]=1, predict the reaction product. The product is: [N:1]1([CH2:17][C:18]2[CH:23]=[CH:22][N:21]=[C:20]([NH:24][C:25](=[O:31])[O:26][C:27]([CH3:29])([CH3:28])[CH3:30])[CH:19]=2)[CH2:6][CH2:5][O:4][CH2:3][CH2:2]1.